This data is from Reaction yield outcomes from USPTO patents with 853,638 reactions. The task is: Predict the reaction yield, written as a fraction of the theoretical maximum amount of product (1.0 means a 100% yield; for example, 0.34 means a 34% yield). (1) The catalyst is C(O)(C)C. The product is [CH:13]([O:23][C:3]1[CH:8]=[C:7]([CH3:9])[N:6]=[C:5]([NH:10][C:11]2[CH:16]=[CH:15][C:14]([N:17]3[CH:21]=[C:20]([CH3:22])[N:19]=[CH:18]3)=[C:13]([O:23][CH3:24])[CH:12]=2)[N:4]=1)([CH3:14])[CH3:12]. The yield is 0.240. The reactants are [Na].Cl[C:3]1[CH:8]=[C:7]([CH3:9])[N:6]=[C:5]([NH:10][C:11]2[CH:16]=[CH:15][C:14]([N:17]3[CH:21]=[C:20]([CH3:22])[N:19]=[CH:18]3)=[C:13]([O:23][CH3:24])[CH:12]=2)[N:4]=1. (2) The reactants are CC(C)([O-])C.[K+].[C:7]([C:9]1[C:10]([NH2:26])=[N:11][C:12]([C:21]2[O:22][CH:23]=[CH:24][CH:25]=2)=[C:13]([C:15]2[CH:20]=[CH:19][N:18]=[CH:17][CH:16]=2)[N:14]=1)#[CH:8]. The catalyst is CN1CCCC1=O. The product is [O:22]1[CH:23]=[CH:24][CH:25]=[C:21]1[C:12]1[N:11]=[C:10]2[NH:26][CH:8]=[CH:7][C:9]2=[N:14][C:13]=1[C:15]1[CH:16]=[CH:17][N:18]=[CH:19][CH:20]=1. The yield is 0.400. (3) The reactants are [C:1]([O:5][C:6]([N:8]1[CH2:12][CH2:11][CH2:10][CH:9]1[CH2:13][O:14][C:15]1[CH:20]=[CH:19][C:18]([OH:21])=[CH:17][CH:16]=1)=[O:7])([CH3:4])([CH3:3])[CH3:2].C([O-])([O-])=O.[Cs+].[Cs+].Cl[C:29]1[O:30][C:31]2[CH:37]=[CH:36][CH:35]=[CH:34][C:32]=2[N:33]=1. The catalyst is CC(C)=O. The product is [C:1]([O:5][C:6]([N:8]1[CH2:12][CH2:11][CH2:10][C@@H:9]1[CH2:13][O:14][C:15]1[CH:20]=[CH:19][C:18]([O:21][C:29]2[O:30][C:31]3[CH:37]=[CH:36][CH:35]=[CH:34][C:32]=3[N:33]=2)=[CH:17][CH:16]=1)=[O:7])([CH3:4])([CH3:2])[CH3:3]. The yield is 0.750. (4) The reactants are [OH:1][C:2]1[CH:3]=[CH:4][C:5]([CH3:8])=[N:6][CH:7]=1.C([O-])([O-])=O.[K+].[K+].[Cl:15][C:16]1[CH:23]=[CH:22][CH:21]=[CH:20][C:17]=1[CH2:18]Cl. The catalyst is CN(C=O)C.[I-].C([N+](CCCC)(CCCC)CCCC)CCC. The product is [Cl:15][C:16]1[CH:23]=[CH:22][CH:21]=[CH:20][C:17]=1[CH2:18][O:1][C:2]1[CH:3]=[CH:4][C:5]([CH3:8])=[N:6][CH:7]=1. The yield is 0.660. (5) The reactants are [H-].[Na+].[F:3][C:4]1[CH:5]=[CH:6][C:7]([NH2:10])=[N:8][CH:9]=1.[CH3:11]I. The catalyst is O1CCCC1. The product is [F:3][C:4]1[CH:5]=[CH:6][C:7]([NH:10][CH3:11])=[N:8][CH:9]=1. The yield is 0.230. (6) The reactants are C(N(CC)CC)C.[Br:8][C:9]1[CH:14]=[CH:13][C:12]([CH:15]([NH2:17])[CH3:16])=[CH:11][CH:10]=1.[C:18](OC(=O)C)(=[O:20])[CH3:19]. The catalyst is ClCCl. The product is [Br:8][C:9]1[CH:14]=[CH:13][C:12]([CH:15]([NH:17][C:18](=[O:20])[CH3:19])[CH3:16])=[CH:11][CH:10]=1. The yield is 0.910. (7) The reactants are C([O:3][C:4]([C:6]1[N:7]([C:29]2[CH:34]=[CH:33][C:32]([O:35][CH:36]3[CH2:40][CH2:39][CH2:38][CH2:37]3)=[CH:31][CH:30]=2)[C:8]2[C:13]([C:14]=1[Cl:15])=[CH:12][C:11]([C:16](=[O:28])[C:17]1[CH:22]=[CH:21][C:20]([O:23][C:24]([F:27])([F:26])[F:25])=[CH:19][CH:18]=1)=[CH:10][CH:9]=2)=[O:5])C.[OH-].[Na+].Cl. The catalyst is O.O1CCOCC1. The product is [Cl:15][C:14]1[C:13]2[C:8](=[CH:9][CH:10]=[C:11]([C:16](=[O:28])[C:17]3[CH:22]=[CH:21][C:20]([O:23][C:24]([F:26])([F:27])[F:25])=[CH:19][CH:18]=3)[CH:12]=2)[N:7]([C:29]2[CH:34]=[CH:33][C:32]([O:35][CH:36]3[CH2:40][CH2:39][CH2:38][CH2:37]3)=[CH:31][CH:30]=2)[C:6]=1[C:4]([OH:5])=[O:3]. The yield is 0.990.